Predict the reactants needed to synthesize the given product. From a dataset of Full USPTO retrosynthesis dataset with 1.9M reactions from patents (1976-2016). (1) Given the product [Br:12][C:13]1[CH:18]=[C:17]([CH2:19][CH3:20])[CH:16]=[CH:15][C:14]=1[O:21][CH2:10][CH2:9][O:8][CH3:7], predict the reactants needed to synthesize it. The reactants are: C(=O)([O-])[O-].[K+].[K+].[CH3:7][O:8][CH2:9][CH2:10]Br.[Br:12][C:13]1[CH:18]=[C:17]([CH2:19][CH3:20])[CH:16]=[CH:15][C:14]=1[OH:21]. (2) Given the product [CH2:1]([O:8][C:9]([N:10]([CH2:11][C:12]1[CH:13]=[CH:14][CH:15]=[C:16]2[C:20]=1[NH:19][CH:18]=[CH:17]2)[CH2:21][CH2:22][O:23][S:33]([CH3:32])(=[O:35])=[O:34])=[O:24])[C:2]1[CH:7]=[CH:6][CH:5]=[CH:4][CH:3]=1, predict the reactants needed to synthesize it. The reactants are: [CH2:1]([O:8][C:9](=[O:24])[N:10]([CH2:21][CH2:22][OH:23])[CH2:11][C:12]1[CH:13]=[CH:14][CH:15]=[C:16]2[C:20]=1[NH:19][CH:18]=[CH:17]2)[C:2]1[CH:7]=[CH:6][CH:5]=[CH:4][CH:3]=1.C(N(CC)CC)C.[CH3:32][S:33](Cl)(=[O:35])=[O:34]. (3) Given the product [CH3:30][O:31][C:32](=[O:35])[CH2:33][N:25]([C:26](=[O:28])[CH3:27])[C:22]1[CH:21]=[CH:20][C:19]([CH2:18][C:12]2[C:11]([F:29])=[C:10]([C:6]3[CH:7]=[CH:8][CH:9]=[C:4]([Cl:3])[CH:5]=3)[C:15]([O:16][CH3:17])=[CH:14][CH:13]=2)=[CH:24][N:23]=1, predict the reactants needed to synthesize it. The reactants are: [H-].[Na+].[Cl:3][C:4]1[CH:5]=[C:6]([C:10]2[C:15]([O:16][CH3:17])=[CH:14][CH:13]=[C:12]([CH2:18][C:19]3[CH:20]=[CH:21][C:22]([NH:25][C:26](=[O:28])[CH3:27])=[N:23][CH:24]=3)[C:11]=2[F:29])[CH:7]=[CH:8][CH:9]=1.[CH3:30][O:31][C:32](=[O:35])[CH2:33]Br. (4) Given the product [C:1]([O:5][C:6]([NH:8][C@@:9]1([CH3:34])[CH2:13][CH2:12][C@@H:11]([NH:14][C:15]2[C:16]3[N:17]([CH:24]=[C:25]([C:27]([OH:29])=[O:28])[CH:26]=3)[N:18]=[CH:19][C:20]=2[C:21](=[O:23])[NH2:22])[C:10]1([CH3:33])[CH3:32])=[O:7])([CH3:4])([CH3:2])[CH3:3], predict the reactants needed to synthesize it. The reactants are: [C:1]([O:5][C:6]([NH:8][C@@:9]1([CH3:34])[CH2:13][CH2:12][C@@H:11]([NH:14][C:15]2[C:16]3[N:17]([CH:24]=[C:25]([C:27]([O:29]CC)=[O:28])[CH:26]=3)[N:18]=[CH:19][C:20]=2[C:21](=[O:23])[NH2:22])[C:10]1([CH3:33])[CH3:32])=[O:7])([CH3:4])([CH3:3])[CH3:2].[OH-].[Na+].